From a dataset of HIV replication inhibition screening data with 41,000+ compounds from the AIDS Antiviral Screen. Binary Classification. Given a drug SMILES string, predict its activity (active/inactive) in a high-throughput screening assay against a specified biological target. The drug is CS(=O)(=O)OCCN(CCOS(C)(=O)=O)c1ccc(C=Nc2ccc3oc(=O)ccc3c2)cc1. The result is 0 (inactive).